Dataset: Catalyst prediction with 721,799 reactions and 888 catalyst types from USPTO. Task: Predict which catalyst facilitates the given reaction. Product: [CH3:1][CH2:2][CH2:3][CH2:4][C:5]1[N:9]([CH2:10][C:11]2[CH:16]=[CH:15][C:14]([C:17]3[CH:18]=[CH:19][CH:20]=[CH:21][C:22]=3[C:23]3[N:27]=[N:26][NH:25][N:24]=3)=[CH:13][CH:12]=2)[C:8]([CH2:28][OH:29])=[C:7]([Cl:30])[N:6]=1. Reactant: [CH3:1][CH2:2][CH2:3][CH2:4][C:5]1[N:9]([CH2:10][C:11]2[CH:12]=[CH:13][C:14]([C:17]3[CH:18]=[CH:19][CH:20]=[CH:21][C:22]=3[C:23]3[N:27]=[N:26][N-:25][N:24]=3)=[CH:15][CH:16]=2)[C:8]([CH2:28][OH:29])=[C:7]([Cl:30])[N:6]=1.[K+].CCCCC1N(CC2C=CC(C3C(C4N=NN(C(C5C=CC=CC=5)(C5C=CC=CC=5)C5C=CC=CC=5)N=4)=CC=CC=3)=CC=2)C(CO)=C(Cl)N=1.Cl. The catalyst class is: 5.